Task: Predict the reaction yield, written as a fraction of the theoretical maximum amount of product (1.0 means a 100% yield; for example, 0.34 means a 34% yield).. Dataset: Reaction yield outcomes from USPTO patents with 853,638 reactions (1) The reactants are [F:1][C:2]1[C:7]([C:8]#[N:9])=[C:6](I)[C:5]([O:11][CH3:12])=[C:4]([O:13][CH3:14])[CH:3]=1.B([O-])O[C:17]1[CH:22]=[CH:21][CH:20]=[CH:19][N:18]=1.C(=O)([O-])[O-].[Na+].[Na+].C1(P(C2C=CC=CC=2)C2C=CC=CC=2)C=CC=CC=1. The catalyst is [Pd].C1(P(C2C=CC=CC=2)C2C=CC=CC=2)C=CC=CC=1.C1(P(C2C=CC=CC=2)C2C=CC=CC=2)C=CC=CC=1.C1(P(C2C=CC=CC=2)C2C=CC=CC=2)C=CC=CC=1.C1(P(C2C=CC=CC=2)C2C=CC=CC=2)C=CC=CC=1.[Cu]I.C(OCC)(=O)C.O.O1CCOCC1. The product is [F:1][C:2]1[C:7]([C:8]#[N:9])=[C:6]([C:17]2[CH:22]=[CH:21][CH:20]=[CH:19][N:18]=2)[C:5]([O:11][CH3:12])=[C:4]([O:13][CH3:14])[CH:3]=1. The yield is 0.490. (2) The reactants are [OH:1][C:2]1[CH:3]=[C:4]([CH:9]=[C:10]([OH:12])[CH:11]=1)[C:5]([O:7][CH3:8])=[O:6].[CH2:13](Br)[C:14]1[CH:19]=[CH:18][CH:17]=[CH:16][CH:15]=1.C(=O)([O-])[O-].[K+].[K+]. The catalyst is CN(C)C=O. The product is [CH2:13]([O:1][C:2]1[CH:3]=[C:4]([CH:9]=[C:10]([OH:12])[CH:11]=1)[C:5]([O:7][CH3:8])=[O:6])[C:14]1[CH:19]=[CH:18][CH:17]=[CH:16][CH:15]=1. The yield is 0.460. (3) The reactants are [Cl:1][C:2]1[N:7]=[N:6][C:5]([N:8]2[CH2:12][C@@H:11]([C:13]3[CH:18]=[CH:17][C:16]([F:19])=[CH:15][C:14]=3[F:20])[C@H:10]([C:21]([O-:23])=[O:22])[CH2:9]2)=[CH:4][CH:3]=1.[Li+].CC1CC=CCC=1. The catalyst is C(O)C.[Pd]. The product is [ClH:1].[F:20][C:14]1[CH:15]=[C:16]([F:19])[CH:17]=[CH:18][C:13]=1[C@@H:11]1[CH2:12][N:8]([C:5]2[N:6]=[N:7][CH:2]=[CH:3][CH:4]=2)[CH2:9][C@H:10]1[C:21]([OH:23])=[O:22]. The yield is 0.620. (4) The product is [NH:26]1[C:27]2[C:32](=[CH:31][CH:30]=[CH:29][CH:28]=2)[CH:33]=[C:25]1[C:23]1[N:16]2[C:17]([CH:18]=[N:19][C:14]([NH:13][C:5]3[CH:4]=[C:3]([O:2][CH3:1])[C:8]([O:9][CH3:10])=[C:7]([O:11][CH3:12])[CH:6]=3)=[N:15]2)=[C:20]([CH3:21])[N:22]=1. The catalyst is N1C=CC=CC=1. The yield is 0.610. The reactants are [CH3:1][O:2][C:3]1[CH:4]=[C:5]([NH:13][C:14]2[N:15]=[N:16][C:17]([CH:20]([NH:22][C:23]([C:25]3[NH:26][C:27]4[C:32]([CH:33]=3)=[CH:31][CH:30]=[CH:29][CH:28]=4)=O)[CH3:21])=[CH:18][N:19]=2)[CH:6]=[C:7]([O:11][CH3:12])[C:8]=1[O:9][CH3:10].N1C=NC=N1.P(Cl)(Cl)(Cl)=O. (5) The reactants are Br[C:2]1[CH:7]=[CH:6][CH:5]=[CH:4][N:3]=1.[CH2:8]([C:12]1[O:13][C:14]2[C:20]([Cl:21])=[CH:19][C:18]([F:22])=[CH:17][C:15]=2[N:16]=1)[CH2:9][C:10]#[CH:11]. No catalyst specified. The product is [Cl:21][C:20]1[C:14]2[O:13][C:12]([CH2:8][CH2:9][C:10]#[C:11][C:2]3[CH:7]=[CH:6][CH:5]=[CH:4][N:3]=3)=[N:16][C:15]=2[CH:17]=[C:18]([F:22])[CH:19]=1. The yield is 0.590.